Task: Predict the reactants needed to synthesize the given product.. Dataset: Full USPTO retrosynthesis dataset with 1.9M reactions from patents (1976-2016) (1) Given the product [OH:2][C:3]1[CH:4]=[C:5]([CH:14]=[CH:15][C:16]2[CH:17]=[C:18]([CH:22]=[CH:23][CH:24]=2)[C:19]([OH:21])=[O:20])[CH:6]=[C:7]([OH:12])[C:8]=1[CH2:9][CH2:10][CH3:11], predict the reactants needed to synthesize it. The reactants are: C[O:2][C:3]1[CH:4]=[C:5]([CH:14]=[CH:15][C:16]2[CH:17]=[C:18]([CH:22]=[CH:23][CH:24]=2)[C:19]([OH:21])=[O:20])[CH:6]=[C:7]([O:12]C)[C:8]=1[CH2:9][CH2:10][CH3:11].Cl.N1C=CC=CC=1. (2) Given the product [F:8][C:9]1[CH:10]=[CH:11][CH:12]=[C:13]2[C:17]=1[N:16]([C:18]1[N:22]=[C:21]([CH:23]3[CH2:28][CH2:27][N:26]([CH:37]4[CH2:38][CH2:39][CH:34]([O:33][CH3:32])[CH2:35][CH2:36]4)[CH2:25][CH2:24]3)[O:20][N:19]=1)[N:15]=[C:14]2[CH:29]([CH3:31])[CH3:30], predict the reactants needed to synthesize it. The reactants are: FC(F)(F)C(O)=O.[F:8][C:9]1[CH:10]=[CH:11][CH:12]=[C:13]2[C:17]=1[N:16]([C:18]1[N:22]=[C:21]([CH:23]3[CH2:28][CH2:27][NH:26][CH2:25][CH2:24]3)[O:20][N:19]=1)[N:15]=[C:14]2[CH:29]([CH3:31])[CH3:30].[CH3:32][O:33][CH:34]1[CH2:39][CH2:38][C:37](=O)[CH2:36][CH2:35]1.C(O[BH-](OC(=O)C)OC(=O)C)(=O)C.[Na+].C(=O)(O)[O-].[Na+]. (3) The reactants are: C([O:3][C:4]([C:6]1[CH:10]=[C:9]([O:11][CH2:12][C:13]([N:15]2[CH2:19][CH2:18][CH2:17][C@H:16]2[C:20](=[O:26])[NH:21][CH:22]2[CH2:25][CH2:24][CH2:23]2)=[O:14])[N:8]([C:27]2[CH:32]=[CH:31][CH:30]=[CH:29][CH:28]=2)[N:7]=1)=[O:5])C.[OH-].[Na+]. Given the product [CH:22]1([NH:21][C:20]([C@@H:16]2[CH2:17][CH2:18][CH2:19][N:15]2[C:13](=[O:14])[CH2:12][O:11][C:9]2[N:8]([C:27]3[CH:32]=[CH:31][CH:30]=[CH:29][CH:28]=3)[N:7]=[C:6]([C:4]([OH:5])=[O:3])[CH:10]=2)=[O:26])[CH2:23][CH2:24][CH2:25]1, predict the reactants needed to synthesize it. (4) Given the product [C:22]1([CH2:21][N:6]2[CH:7]([CH2:12][C:11]3[CH:10]=[CH:9][CH:13]=[CH:14][CH:15]=3)[CH2:8][C:4](=[O:28])[CH2:5]2)[CH:23]=[CH:24][CH:25]=[CH:26][CH:27]=1, predict the reactants needed to synthesize it. The reactants are: C(O[C:4](=[O:28])[CH2:5][N:6]([CH2:21][C:22]1[CH:27]=[CH:26][CH:25]=[CH:24][CH:23]=1)[C:7]1[CH:8]=[C:9]([CH2:13][CH2:14][CH2:15]C(OCC)=O)[CH:10]=[CH:11][CH:12]=1)C.O(C)[Na]. (5) Given the product [N:24]([C:2]1[C:3]2[S:23][CH2:22][CH2:21][C:4]=2[N:5]=[C:6]([N:8]2[CH2:13][CH2:12][N:11]([C:14]3[CH:19]=[CH:18][C:17]([OH:20])=[CH:16][CH:15]=3)[CH2:10][CH2:9]2)[N:7]=1)=[N+:25]=[N-:26], predict the reactants needed to synthesize it. The reactants are: Cl[C:2]1[C:3]2[S:23][CH2:22][CH2:21][C:4]=2[N:5]=[C:6]([N:8]2[CH2:13][CH2:12][N:11]([C:14]3[CH:19]=[CH:18][C:17]([OH:20])=[CH:16][CH:15]=3)[CH2:10][CH2:9]2)[N:7]=1.[N-:24]=[N+:25]=[N-:26].[Na+]. (6) Given the product [NH2:82][C:79]([CH3:81])([CH3:80])[CH2:78][NH:77][C:3]([C:5]1[N:13]=[C:12]2[C:8]([N:9]=[CH:10][N:11]2[C@@H:14]2[CH2:18][C@H:17]([N:19]3[CH:23]=[C:22]([CH2:24][OH:25])[CH:21]=[N:20]3)[C@@H:16]([OH:26])[C@H:15]2[OH:27])=[C:7]([NH:28][CH2:29][CH:30]([C:31]2[CH:36]=[CH:35][CH:34]=[CH:33][CH:32]=2)[C:37]2[CH:38]=[CH:39][CH:40]=[CH:41][CH:42]=2)[N:6]=1)=[O:2], predict the reactants needed to synthesize it. The reactants are: C[O:2][C:3]([C:5]1[N:13]=[C:12]2[C:8]([N:9]=[CH:10][N:11]2[C@@H:14]2[CH2:18][C@H:17]([N:19]3[CH:23]=[C:22]([CH2:24][OH:25])[CH:21]=[N:20]3)[CH:16]([OH:26])[CH:15]2[OH:27])=[C:7]([NH:28][CH2:29][CH:30]([C:37]2[CH:42]=[CH:41][CH:40]=[CH:39][CH:38]=2)[C:31]2[CH:36]=[CH:35][CH:34]=[CH:33][CH:32]=2)[N:6]=1)=O.NC1CCC(NC(C2N=C3C(N=CN3)=C(NCC(C3C=CC=CC=3)C3C=CC=CC=3)N=2)=O)CC1.[NH2:77][CH2:78][C:79]([NH2:82])([CH3:81])[CH3:80].